Dataset: Full USPTO retrosynthesis dataset with 1.9M reactions from patents (1976-2016). Task: Predict the reactants needed to synthesize the given product. (1) Given the product [CH:11]1([N:10]2[C:4]3[CH:3]=[C:2]([C:26]4[N:22]=[CH:23][NH:24][CH:25]=4)[N:7]=[CH:6][C:5]=3[C:8]([CH3:16])([CH3:15])[C:9]2=[O:14])[CH2:13][CH2:12]1, predict the reactants needed to synthesize it. The reactants are: Cl[C:2]1[N:7]=[CH:6][C:5]2[C:8]([CH3:16])([CH3:15])[C:9](=[O:14])[N:10]([CH:11]3[CH2:13][CH2:12]3)[C:4]=2[CH:3]=1.CN(C)S([N:22]1[CH:26]=[C:25]([Sn](CCCC)(CCCC)CCCC)[N:24]=[CH:23]1)(=O)=O. (2) Given the product [NH2:3][C:4]1[CH:5]=[N:6][N:7]([C:19]2[NH:18][C:17](=[O:30])[C:16]([O:15][C:14]3[CH:31]=[CH:32][C:33]([Cl:34])=[C:12]([Cl:11])[CH:13]=3)=[C:21]([C:22]([F:23])([F:25])[F:24])[N:20]=2)[CH:8]=1, predict the reactants needed to synthesize it. The reactants are: Cl.Cl.[NH2:3][C:4]1[CH:5]=[N:6][NH:7][CH:8]=1.[H-].[Na+].[Cl:11][C:12]1[CH:13]=[C:14]([CH:31]=[CH:32][C:33]=1[Cl:34])[O:15][C:16]1[C:17](=[O:30])[NH:18][C:19](S(C)(=O)=O)=[N:20][C:21]=1[C:22]([F:25])([F:24])[F:23]. (3) Given the product [CH3:3][C:4]1[CH:5]=[CH:6][C:7]2[O:11][C:10]([C:12]3[CH:13]=[CH:14][C:15]([CH2:16][O:17][C:18]4[CH:23]=[CH:22][CH:21]=[CH:20][C:19]=4[CH2:24][CH2:25][NH:26][CH:27]4[CH2:36][CH2:35][CH2:34][C:33]5[N:32]=[C:31]([C:37]([O:39][CH2:40][CH3:41])=[O:38])[CH:30]=[CH:29][C:28]4=5)=[CH:42][CH:43]=3)=[N:9][C:8]=2[CH:44]=1, predict the reactants needed to synthesize it. The reactants are: Cl.Cl.[CH3:3][C:4]1[CH:5]=[CH:6][C:7]2[O:11][C:10]([C:12]3[CH:43]=[CH:42][C:15]([CH2:16][O:17][C:18]4[CH:23]=[CH:22][CH:21]=[CH:20][C:19]=4[CH2:24][CH2:25][NH:26][CH:27]4[CH2:36][CH2:35][CH2:34][C:33]5[N:32]=[C:31]([C:37]([O:39][CH2:40][CH3:41])=[O:38])[CH:30]=[CH:29][C:28]4=5)=[CH:14][CH:13]=3)=[N:9][C:8]=2[CH:44]=1.C(N(CC)CC)C.O.C(OCC)(=O)C.